This data is from Experimentally validated miRNA-target interactions with 360,000+ pairs, plus equal number of negative samples. The task is: Binary Classification. Given a miRNA mature sequence and a target amino acid sequence, predict their likelihood of interaction. (1) The miRNA is mmu-miR-466f-5p with sequence UACGUGUGUGUGCAUGUGCAUG. The protein sequence of the target gene is MAGPELLLDSNIRLWVVLPIVIITFFVGMIRHYVSILLQSDKKLTQEQVSDSQVLIRSRVLRENGKYIPKQSFLTRKYYFNNPEDGFFKKTKRKVVPPSPMTDPTMLTDMMKGNVTNVLPMILIGGWINMTFSGFVTTKVPFPLTLRFKPMLQQGIELLTLDASWVSSASWYFLNVFGLRSIYSLILGQDNAADQSRMMQEQMTGAAMAMPADTNKAFKTEWEALELTDHQWALDDVEEELMARDLHFEGMFKKELQTSIF. Result: 1 (interaction). (2) The miRNA is mmu-miR-691 with sequence AUUCCUGAAGAGAGGCAGAAAA. The protein sequence of the target gene is MKLLKPTWVNHNGKPIFSVDIHPDGTKFATGGQGQDSGKVVIWNMSPVLQEDDEKDENIPKMLCQMDNHLACVNCVRWSNSGMYLASGGDDKLIMVWKRATYIGPSTVFGSSGKLANVEQWRCVSILRSHSGDVMDVAWSPHDAWLASCSVDNTVVIWNAVKFPEILATLRGHSGLVKGLTWDPVGKYIASQADDRSLKVWRTLDWQLETSITKPFDECGGTTHVLRLSWSPDGHYLVSAHAMNNSGPTAQIIEREGWKTNMDFVGHRKAVTVVKFNPKIFKKKQKNGSSTKPSCPYCCC.... Result: 0 (no interaction). (3) The miRNA is hsa-miR-18a-3p with sequence ACUGCCCUAAGUGCUCCUUCUGG. The protein sequence of the target gene is MEVPNVKDFQWKRLAPLPSRRVYCSLLETGGQVYAIGGCDDNGVPMDCFEVYSPEADQWTSLPSLPTARAGVAITALGKRIMVIGGVGTNQLPVKVVEMYNIDEGKWKKRSVLREAAMGISVTAKDYRVYAAGGMGLDLRPHNYLQHYDMLKDMWVSLAPMPTPRYAATSFLRGSKIYVLGGRQSKYAVNAFEVFDIESRSWTKFPNIPCKRAFSSFVTLDNHLYSLGGLRQGRLYRQPKFLRTMDVFDMEQGGWLKMERSFFLKKRRADFVAGGLSGRVIVAGGLGNQPTVLETAEAFH.... Result: 0 (no interaction). (4) The miRNA is hsa-miR-4760-5p with sequence UUUAGAUUGAACAUGAAGUUAG. The protein sequence of the target gene is MAAAGVVSGKIIYEQEGVYIHSSCGKANDQDSLISGILRVLEKDAEVIVDWRPLDDALDSSSILCAGKDSSSVVEWTQAPKERAHRGSDQQSSYEAEWDMVTTVSFKKKPHTNGDAPGHRNGKSKWSFLFSLADLKSVKQSKEGMGWSYLVFCLKDDVMLPALHFHQGDSKLLIESLEKYVVLCESPQDSRTLLVNCQNKSLSQSFENLLDEPAYGLIQKIKKDPYTATMVGFSKVTNYIFDSLRGSDPSTHQRPPSEMADFLSDAIPGLKINQQEEPGFEVITRIDLGERPVVQRREPV.... Result: 0 (no interaction). (5) The miRNA is hsa-miR-425-3p with sequence AUCGGGAAUGUCGUGUCCGCCC. The protein sequence of the target gene is MKRTRDEVDATLQIAKLNAAELLPAVHCLGFGPGASGAAAGDFCLLELEPTLCQQLEDGHSLVIRGDKDEQAVLCSKDKTYDLKIADTSNMLLFIPGCKTPDQLKKEDSHCNIIHTEIFGFSNNYWELRRRRPKLKKLKKLLMENPYEGPDSQKEKDSNSSKYTTEDLLDQIQASEEEIMTQLQVLNACKIGGYWRILEFDYEMKLLNHVTQLVDSESWSFGKVPLNTCLQELGPLEPEEMIEHCLKCYGKKYVDEGEVYFELDADKICRAAARMLLQNAVKFNLAEFQEVWQQSVPEGM.... Result: 0 (no interaction). (6) The miRNA is mmu-miR-6380 with sequence UGUAAGUGCUUUUAACUGCUGAGC. The protein sequence of the target gene is MVLTMASQDVQNFFQPLSSWLSRVYEALQQAGDALSASLVLLSKHDSALSDKPEQDLDAAQIQQTYLEDEEQDHDGSPEEASSLFLEEDHFSLSNSDLQDSVQTASPTLGQQAEDSSSVIPPWPSKIPGAPKPQPVLSSIAEEDHHSERQRCGRQHGSGTLEKVNGRKQVNSFGDDEEPSTSSESDEDVTKQFKISVSRSQSFRSGVSEKGKTTELEQKIKCKRLLCTHQEDSAEGSACEDLDRTSQLSYSEILSYEDRPISILPQSPFESRNVRHHGPCRPEMGMVRSLGRPCADGVLE.... Result: 0 (no interaction). (7) The miRNA is hsa-miR-4458 with sequence AGAGGUAGGUGUGGAAGAA. The protein sequence of the target gene is MSALCDPPGAPGPPGPAPATHGPAPLSAQELSQEIKAFLTGVDPILGHQLSAREHARCGLLLLRSLPPARAAVLDHLRGVFDESVRAHLAALDETPVAGPPHLRPPPPSHVPAGGPGLEDVVQEVQQVLSEFIRANPKAWAPVISAWSIDLMGQLSSTYSGQHQRVPHATGALNELLQLWMGCRATRTLMDIYVQCLSALIGSCPDACVDALLDTSVQHSPHFDWVVAHIGSSFPGTIISRVLSCGLKDFCVHGGAGGGAGSSGGSSSQTPSTDPFPGSPAIPAEKRVPKIASVVGILGH.... Result: 0 (no interaction). (8) The miRNA is hsa-miR-92a-3p with sequence UAUUGCACUUGUCCCGGCCUGU. Result: 1 (interaction). The protein sequence of the target gene is MSSAQCPALVCVMSRLRFWGPWPLLMWQLLWLLVKEAQPLEWVKDPLQLTSNPLGPPDSWSSHSSHFPRESPHAPTLPADPWDFDHLGPSASSEMPAPPQESTENLVPFLDTWDSAGEQPLEPEQFLASQQDLKDKLSPQERLPVSPKKLKKDPAQRWSLAEIIGITRQLSTPQSQKQTLQNEYSSTDTPYPGSLPPELRVKSDEPPGPSEQVGPSQFHLEPETQNPETLEDIQSSSLQQEAPAQLPQLLEEEPSSMQQEAPALPPESSMESLTLPNHEVSVQPPGEDQAYYHLPNITVK....